From a dataset of Catalyst prediction with 721,799 reactions and 888 catalyst types from USPTO. Predict which catalyst facilitates the given reaction. (1) Reactant: [BH4-].[Li+].IC.[CH3:5][O:6][C:7]1[CH:15]=[C:14]2[C:10]([CH2:11][N:12]([C:17]3[CH:18]=[C:19]4[C:24](=[CH:25][CH:26]=3)[N:23]=[CH:22][CH:21]=[N:20]4)[C:13]2=[O:16])=[CH:9][CH:8]=1.CO. Product: [CH3:5][O:6][C:7]1[CH:15]=[C:14]2[C:10]([CH2:11][N:12]([C:17]3[CH:18]=[C:19]4[C:24](=[CH:25][CH:26]=3)[NH:23][CH2:22][CH2:21][NH:20]4)[C:13]2=[O:16])=[CH:9][CH:8]=1. The catalyst class is: 7. (2) Reactant: Br[C:2]1[C:3]([CH3:10])=[C:4]([NH2:9])[CH:5]=[CH:6][C:7]=1[CH3:8].[NH:11]1[CH2:15][CH2:14][CH2:13][CH2:12]1.CC(C)([O-])C.[Na+]. Product: [N:11]1([C:2]2[C:3]([CH3:10])=[C:4]([NH2:9])[CH:5]=[CH:6][C:7]=2[CH3:8])[CH2:15][CH2:14][CH2:13][CH2:12]1. The catalyst class is: 11.